From a dataset of Reaction yield outcomes from USPTO patents with 853,638 reactions. Predict the reaction yield, written as a fraction of the theoretical maximum amount of product (1.0 means a 100% yield; for example, 0.34 means a 34% yield). (1) The reactants are [F:1][C:2]1[C:11]([F:12])=[CH:10][C:9]([N+:13]([O-])=O)=[C:8]2[C:3]=1[CH:4]=[CH:5][CH:6]=[N:7]2.[Sn](Cl)Cl. The catalyst is Cl. The product is [F:1][C:2]1[C:11]([F:12])=[CH:10][C:9]([NH2:13])=[C:8]2[C:3]=1[CH:4]=[CH:5][CH:6]=[N:7]2. The yield is 0.720. (2) The product is [Cl:19][C:20]1[CH:25]=[C:24]([O:16][C:15]2[N:14]([CH3:17])[N:13]=[C:12]([CH3:18])[C:11]=2[C:9]([C:3]2[CH:4]=[CH:5][C:6]([Cl:8])=[CH:7][C:2]=2[Cl:1])=[O:10])[N:23]=[N:22][C:21]=1[O:27][C:28]1[CH:33]=[CH:32][CH:31]=[CH:30][C:29]=1[CH3:34]. The reactants are [Cl:1][C:2]1[CH:7]=[C:6]([Cl:8])[CH:5]=[CH:4][C:3]=1[C:9]([C:11]1[C:12]([CH3:18])=[N:13][N:14]([CH3:17])[C:15]=1[OH:16])=[O:10].[Cl:19][C:20]1[CH:25]=[C:24](Cl)[N:23]=[N:22][C:21]=1[O:27][C:28]1[CH:33]=[CH:32][CH:31]=[CH:30][C:29]=1[CH3:34].C(=O)([O-])[O-].[K+].[K+]. The yield is 0.806. No catalyst specified. (3) The reactants are [NH2:1][C@H:2]([C:5]([OH:7])=[O:6])[CH2:3][SH:4].[CH3:8][O:9][C:10]1[CH:17]=[C:16]([O:18][CH3:19])[CH:15]=[C:14]([O:20][CH3:21])[C:11]=1[CH2:12]O.[OH-].[K+]. The catalyst is C(O)(C(F)(F)F)=O.C(Cl)Cl.O. The product is [NH2:1][CH:2]([CH2:3][S:4][CH2:12][C:11]1[C:14]([O:20][CH3:21])=[CH:15][C:16]([O:18][CH3:19])=[CH:17][C:10]=1[O:9][CH3:8])[C:5]([OH:7])=[O:6]. The yield is 0.770. (4) The reactants are [CH3:1][O:2][C:3]1[CH:8]=[CH:7][CH:6]=[CH:5][C:4]=1[N:9]1[CH2:14][CH2:13][NH:12][CH2:11][CH2:10]1.C(N(CC)CC)C.Br[CH2:23][C:24]1[N:28]([CH3:29])[N:27]([C:30]2[CH:35]=[CH:34][CH:33]=[CH:32][CH:31]=2)[C:26](=[O:36])[C:25]=1[O:37][CH3:38].O. The catalyst is C1COCC1.C(Cl)Cl. The product is [CH3:38][O:37][C:25]1[C:26](=[O:36])[N:27]([C:30]2[CH:35]=[CH:34][CH:33]=[CH:32][CH:31]=2)[N:28]([CH3:29])[C:24]=1[CH2:23][N:12]1[CH2:13][CH2:14][N:9]([C:4]2[CH:5]=[CH:6][CH:7]=[CH:8][C:3]=2[O:2][CH3:1])[CH2:10][CH2:11]1. The yield is 0.720. (5) The reactants are Cl.[Br:2][C:3]1[CH:8]=[CH:7][C:6]([CH3:9])=[CH:5][C:4]=1[N+:10]([O-])=O. The catalyst is C(O)C. The product is [Br:2][C:3]1[CH:8]=[CH:7][C:6]([CH3:9])=[CH:5][C:4]=1[NH2:10]. The yield is 0.975. (6) The reactants are [OH-].[Na+].Cl.Cl.[NH2:5][CH2:6][CH2:7][O:8][CH2:9][CH2:10][NH2:11].[CH3:12][C:13]([O:16][C:17](O[C:17]([O:16][C:13]([CH3:15])([CH3:14])[CH3:12])=[O:18])=[O:18])([CH3:15])[CH3:14]. The catalyst is CO.C1COCC1. The product is [NH2:5][CH2:6][CH2:7][O:8][CH2:9][CH2:10][NH:11][C:17](=[O:18])[O:16][C:13]([CH3:15])([CH3:14])[CH3:12]. The yield is 0.740.